From a dataset of Reaction yield outcomes from USPTO patents with 853,638 reactions. Predict the reaction yield, written as a fraction of the theoretical maximum amount of product (1.0 means a 100% yield; for example, 0.34 means a 34% yield). The reactants are [N:1]1[CH:6]=[CH:5][C:4]([C:7]2[CH:22]=[CH:21][C:10]([CH2:11][N:12]3[CH:17]=[CH:16][CH:15]=[C:14]([O:18]C)[C:13]3=[O:20])=[CH:9][CH:8]=2)=[CH:3][CH:2]=1.B(Br)(Br)Br. The catalyst is C(Cl)Cl. The product is [N:1]1[CH:2]=[CH:3][C:4]([C:7]2[CH:8]=[CH:9][C:10]([CH2:11][N:12]3[CH:17]=[CH:16][CH:15]=[C:14]([OH:18])[C:13]3=[O:20])=[CH:21][CH:22]=2)=[CH:5][CH:6]=1. The yield is 0.830.